Dataset: CYP2C19 inhibition data for predicting drug metabolism from PubChem BioAssay. Task: Regression/Classification. Given a drug SMILES string, predict its absorption, distribution, metabolism, or excretion properties. Task type varies by dataset: regression for continuous measurements (e.g., permeability, clearance, half-life) or binary classification for categorical outcomes (e.g., BBB penetration, CYP inhibition). Dataset: cyp2c19_veith. (1) The molecule is CCC(C)n1c(NC(=O)c2ccccc2)c(C#N)c2nc3ccccc3nc21. The result is 1 (inhibitor). (2) The molecule is CCCn1c(CC)nc([N+](=O)[O-])c1S(=O)(=O)c1ccccc1. The result is 1 (inhibitor). (3) The compound is O=C(CNC1CCCCCC1)Nc1ccccc1N1CCCCC1.O=C(O)C(=O)O. The result is 1 (inhibitor). (4) The compound is CSCC[C@@H](C(=O)O)N(C)C. The result is 0 (non-inhibitor). (5) The molecule is Nc1nc2c(C(=O)NCc3cccs3)nnn2c2cccc(Cl)c12. The result is 0 (non-inhibitor).